Dataset: Forward reaction prediction with 1.9M reactions from USPTO patents (1976-2016). Task: Predict the product of the given reaction. (1) Given the reactants C([O:4][CH2:5][C:6]1[C:7]([N:38]2[C:50](=[O:51])[C:49]3[S:48][C:47]4[CH2:46][CH2:45][CH2:44][CH2:43][C:42]=4[C:41]=3[CH:40]=[N:39]2)=[N:8][CH:9]=[CH:10][C:11]=1[C:12]1[CH:17]=[C:16]([NH:18][C:19]2[CH:24]=[N:23][C:22]([N:25]3[CH2:30][CH2:29][N:28]([CH:31]4[CH2:34][O:33][CH2:32]4)[CH2:27][C@@H:26]3[CH3:35])=[CH:21][N:20]=2)[C:15](=[O:36])[N:14]([CH3:37])[CH:13]=1)(=O)C.[OH-].[Li+], predict the reaction product. The product is: [OH:4][CH2:5][C:6]1[C:7]([N:38]2[C:50](=[O:51])[C:49]3[S:48][C:47]4[CH2:46][CH2:45][CH2:44][CH2:43][C:42]=4[C:41]=3[CH:40]=[N:39]2)=[N:8][CH:9]=[CH:10][C:11]=1[C:12]1[CH:17]=[C:16]([NH:18][C:19]2[CH:24]=[N:23][C:22]([N:25]3[CH2:30][CH2:29][N:28]([CH:31]4[CH2:32][O:33][CH2:34]4)[CH2:27][C@@H:26]3[CH3:35])=[CH:21][N:20]=2)[C:15](=[O:36])[N:14]([CH3:37])[CH:13]=1. (2) Given the reactants [CH3:1][C:2]1[NH:3][C:4](=[O:12])O[C:6](=[O:11])[C:7]=1[CH:8]([CH3:10])[CH3:9].[H-].[Na+].[Cl:15][C:16]1[CH:23]=[CH:22][CH:21]=[CH:20][C:17]=1[CH2:18]Br.C(OCC)(=O)[CH2:25][C:26](OCC)=[O:27].[NH2:35][CH2:36][C:37]([O-:39])=[O:38].[Na+].Cl, predict the reaction product. The product is: [Cl:15][C:16]1[CH:23]=[CH:22][CH:21]=[CH:20][C:17]=1[CH2:18][N:3]1[C:2]([CH3:1])=[C:7]([CH:8]([CH3:9])[CH3:10])[C:6]([OH:11])=[C:25]([C:26]([NH:35][CH2:36][C:37]([OH:39])=[O:38])=[O:27])[C:4]1=[O:12]. (3) Given the reactants [OH:1][CH2:2][CH2:3][O:4][C:5]1[CH:10]=[CH:9][C:8]([CH:11]2[CH2:16][CH2:15][N:14]([C:17]([O:19][C:20]([CH3:23])([CH3:22])[CH3:21])=[O:18])[CH2:13][CH:12]2[O:24][CH2:25][C:26]2[CH:35]=[CH:34][C:33]3[C:28](=[CH:29][CH:30]=[CH:31][CH:32]=3)[CH:27]=2)=[CH:7][CH:6]=1.[CH3:36][O:37][C:38]1[CH:46]=[CH:45][C:41]([C:42](Cl)=[O:43])=[CH:40][CH:39]=1.C(N(CC)CC)C, predict the reaction product. The product is: [CH3:36][O:37][C:38]1[CH:46]=[CH:45][C:41]([C:42]([O:1][CH2:2][CH2:3][O:4][C:5]2[CH:10]=[CH:9][C:8]([CH:11]3[CH2:16][CH2:15][N:14]([C:17]([O:19][C:20]([CH3:23])([CH3:21])[CH3:22])=[O:18])[CH2:13][CH:12]3[O:24][CH2:25][C:26]3[CH:35]=[CH:34][C:33]4[C:28](=[CH:29][CH:30]=[CH:31][CH:32]=4)[CH:27]=3)=[CH:7][CH:6]=2)=[O:43])=[CH:40][CH:39]=1. (4) Given the reactants [CH3:1][C:2]1[O:6][N:5]=[C:4]([C:7]2[CH:12]=[CH:11][CH:10]=[CH:9][CH:8]=2)[C:3]=1[CH2:13][O:14][C:15]1[CH:23]=[CH:22][C:18]([C:19]([OH:21])=O)=[CH:17][N:16]=1.F[B-](F)(F)F.N1(OC(N(C)C)=[N+](C)C)C2C=CC=CC=2N=N1.C(N(CC)C(C)C)(C)C.[CH3:55][O:56][CH2:57][CH2:58][CH2:59][NH2:60], predict the reaction product. The product is: [CH3:55][O:56][CH2:57][CH2:58][CH2:59][NH:60][C:19](=[O:21])[C:18]1[CH:22]=[CH:23][C:15]([O:14][CH2:13][C:3]2[C:4]([C:7]3[CH:8]=[CH:9][CH:10]=[CH:11][CH:12]=3)=[N:5][O:6][C:2]=2[CH3:1])=[N:16][CH:17]=1. (5) Given the reactants [CH3:1][O:2][C:3]([C:5]1[S:6][C:7]([CH2:11][CH2:12][CH:13]2[CH2:15][CH2:14]2)=[CH:8][C:9]=1[NH2:10])=[O:4].CO[CH:18]([N:21]([CH3:23])[CH3:22])OC, predict the reaction product. The product is: [CH3:1][O:2][C:3]([C:5]1[S:6][C:7]([CH2:11][CH2:12][CH:13]2[CH2:14][CH2:15]2)=[CH:8][C:9]=1[N:10]=[CH:18][N:21]([CH3:23])[CH3:22])=[O:4]. (6) Given the reactants [N+:1]([C:4]1[C:5]([C:14]([C:16]2[CH:21]=[CH:20][C:19]([O:22][C:23]([F:26])([F:25])[F:24])=[CH:18][CH:17]=2)=[O:15])=[CH:6][CH:7]=[C:8]2[C:13]=1[N:12]=[CH:11][CH:10]=[CH:9]2)([O-])=O, predict the reaction product. The product is: [NH2:1][C:4]1[C:5]([C:14]([C:16]2[CH:21]=[CH:20][C:19]([O:22][C:23]([F:26])([F:24])[F:25])=[CH:18][CH:17]=2)=[O:15])=[CH:6][CH:7]=[C:8]2[C:13]=1[N:12]=[CH:11][CH:10]=[CH:9]2. (7) Given the reactants [CH3:1][O:2][C:3]1[C:4]([C:8]([OH:10])=O)=[CH:5][S:6][CH:7]=1.F[P-](F)(F)(F)(F)F.CN(C(ON1C2=NC=CC=C2N=N1)=[N+](C)C)C.[NH:35]1[C:43]2[C:38](=[C:39]([C:44]3[CH:45]=[C:46]([NH2:53])[C:47]4[CH:48]=[N:49][NH:50][C:51]=4[CH:52]=3)[CH:40]=[CH:41][CH:42]=2)[CH:37]=[CH:36]1, predict the reaction product. The product is: [NH:35]1[C:43]2[C:38](=[C:39]([C:44]3[CH:52]=[C:51]4[C:47]([CH:48]=[N:49][NH:50]4)=[C:46]([NH:53][C:8]([C:4]4[C:3]([O:2][CH3:1])=[CH:7][S:6][CH:5]=4)=[O:10])[CH:45]=3)[CH:40]=[CH:41][CH:42]=2)[CH:37]=[CH:36]1. (8) Given the reactants [CH:1]1([N:4]2[C:13]([C@@H:14]([NH:16][C:17]3[N:25]=[CH:24][N:23]=[C:22]4[C:18]=3[N:19]=[CH:20][N:21]4C3CCCCO3)[CH3:15])=[CH:12][C:11]3[C:6](=[C:7]([CH3:32])[CH:8]=[CH:9][CH:10]=3)[C:5]2=[O:33])[CH2:3][CH2:2]1.C([O-])(O)=O.[Na+], predict the reaction product. The product is: [N:25]1[C:17]([NH:16][C@H:14]([C:13]2[N:4]([CH:1]3[CH2:3][CH2:2]3)[C:5](=[O:33])[C:6]3[C:11]([CH:12]=2)=[CH:10][CH:9]=[CH:8][C:7]=3[CH3:32])[CH3:15])=[C:18]2[C:22]([NH:21][CH:20]=[N:19]2)=[N:23][CH:24]=1. (9) Given the reactants [NH:1]1[C:9]2[C:4](=[CH:5][CH:6]=[CH:7][CH:8]=2)[C:3]([CH2:10][C@H:11]([NH:27]S(C2C=CC([N+]([O-])=O)=CC=2)(=O)=O)[CH2:12][N:13]([C:21]2[S:22][C:23](Br)=[CH:24][N:25]=2)C(=O)OC(C)(C)C)=[CH:2]1.[O:40]=[C:41]1[NH:45][C:44]2[CH:46]=[CH:47][C:48](B(O)O)=[CH:49][C:43]=2[S:42]1, predict the reaction product. The product is: [NH2:27][C@@H:11]([CH2:10][C:3]1[C:4]2[C:9](=[CH:8][CH:7]=[CH:6][CH:5]=2)[NH:1][CH:2]=1)[CH2:12][NH:13][C:21]1[S:22][C:23]([C:48]2[CH:47]=[CH:46][C:44]3[NH:45][C:41](=[O:40])[S:42][C:43]=3[CH:49]=2)=[CH:24][N:25]=1.